This data is from Forward reaction prediction with 1.9M reactions from USPTO patents (1976-2016). The task is: Predict the product of the given reaction. (1) The product is: [NH:42]1[C:43]2[C:39](=[CH:38][CH:37]=[C:36]([NH:35][C:34]([C:33]3[C:14]([N:11]4[CH2:12][CH2:13][NH:8][CH2:9][CH2:10]4)=[CH:15][C:16]4[NH:20][C:19]([NH:21][C:22]5[N:23]([CH:27]6[CH2:28][CH2:29][CH2:30][CH2:31]6)[CH:24]=[CH:25][N:26]=5)=[N:18][C:17]=4[CH:32]=3)=[O:45])[CH:44]=2)[CH:40]=[N:41]1. Given the reactants C(OC([N:8]1[CH2:13][CH2:12][N:11]([C:14]2[C:33]([C:34](=[O:45])[NH:35][C:36]3[CH:44]=[C:43]4[C:39]([CH:40]=[N:41][NH:42]4)=[CH:38][CH:37]=3)=[CH:32][C:17]3[N:18]=[C:19]([NH:21][C:22]4[N:23]([CH:27]5[CH2:31][CH2:30][CH2:29][CH2:28]5)[CH:24]=[CH:25][N:26]=4)[NH:20][C:16]=3[CH:15]=2)[CH2:10][CH2:9]1)=O)(C)(C)C.Cl, predict the reaction product. (2) Given the reactants [CH:1]1([CH2:4][N:5]2[C:10]3[S:11][CH:12]=[C:13]([C:14]([OH:16])=[O:15])[C:9]=3[C:8](=[O:17])[N:7]([CH3:18])[C:6]2=[O:19])[CH2:3][CH2:2]1.C([N-]C(C)C)(C)C.[Li+].[F:28][C:29]([F:39])([F:38])[C:30]1[CH:37]=[CH:36][CH:35]=[CH:34][C:31]=1[CH:32]=O.Cl, predict the reaction product. The product is: [CH3:36][CH2:37][CH2:30][CH:31]([CH3:34])[CH3:32].[CH:1]1([CH2:4][N:5]2[C:10]3[S:11][C:12]([CH2:32][C:31]4[CH:34]=[CH:35][CH:36]=[CH:37][C:30]=4[C:29]([F:28])([F:38])[F:39])=[C:13]([C:14]([OH:16])=[O:15])[C:9]=3[C:8](=[O:17])[N:7]([CH3:18])[C:6]2=[O:19])[CH2:3][CH2:2]1. (3) Given the reactants [C:1]([O:5][C:6]([N:8]1[CH2:13][CH2:12][CH:11]([CH2:14][C:15]2[N:19]=[C:18]([C:20]3[O:28][C:27]4[CH:26]=[CH:25][N:24]=[CH:23][C:22]=4[C:21]=3[O:29]CC3C=CC=CC=3)[O:17][N:16]=2)[CH2:10][CH2:9]1)=[O:7])([CH3:4])([CH3:3])[CH3:2], predict the reaction product. The product is: [C:1]([O:5][C:6]([N:8]1[CH2:9][CH2:10][CH:11]([CH2:14][C:15]2[N:19]=[C:18]([C:20]3[O:28][C:27]4[CH:26]=[CH:25][N:24]=[CH:23][C:22]=4[C:21]=3[OH:29])[O:17][N:16]=2)[CH2:12][CH2:13]1)=[O:7])([CH3:4])([CH3:2])[CH3:3]. (4) Given the reactants [NH2:1][C:2]1[CH:11]=[C:10]2[C:5]([CH:6]=[CH:7][CH:8]=[N:9]2)=[CH:4][CH:3]=1.[O:12]=[C:13]1[C:25]2[CH:24]=[C:23]([C:26](O)=[O:27])[CH:22]=[CH:21][C:20]=2[C:19]2[C:14]1=[CH:15][CH:16]=[CH:17][CH:18]=2.Cl.CN(C)CCCN=C=NCC, predict the reaction product. The product is: [N:9]1[C:10]2[C:5](=[CH:4][CH:3]=[C:2]([NH:1][C:26]([C:23]3[CH:22]=[CH:21][C:20]4[C:19]5[C:14](=[CH:15][CH:16]=[CH:17][CH:18]=5)[C:13](=[O:12])[C:25]=4[CH:24]=3)=[O:27])[CH:11]=2)[CH:6]=[CH:7][CH:8]=1. (5) The product is: [CH:1]1([N:6]2[CH2:7][CH2:8][N:9]([C:12]([C:14]3[CH:15]=[C:16]4[C:20](=[CH:21][CH:22]=3)[NH:19][C:18]([C:23]([N:32]3[CH2:36][CH2:37][CH:38]([CH3:49])[CH2:39][CH2:40]3)=[O:25])=[CH:17]4)=[O:13])[CH2:10][CH2:11]2)[CH2:5][CH2:4][CH2:3][CH2:2]1. Given the reactants [CH:1]1([N:6]2[CH2:11][CH2:10][N:9]([C:12]([C:14]3[CH:15]=[C:16]4[C:20](=[CH:21][CH:22]=3)[NH:19][C:18]([C:23]([OH:25])=O)=[CH:17]4)=[O:13])[CH2:8][CH2:7]2)[CH2:5][CH2:4][CH2:3][CH2:2]1.Cl.F[B-](F)(F)F.[N:32]1(OC(N(C)C)=[N+](C)C)[C:36]2[CH:37]=[CH:38][CH:39]=[CH:40]C=2N=N1.[CH:49](N(CC)C(C)C)(C)C, predict the reaction product. (6) Given the reactants Br[C:2]1[CH:7]=[CH:6][C:5]([CH:8]([C:20]2[CH:25]=[CH:24][C:23]([Cl:26])=[CH:22][C:21]=2[F:27])[CH2:9]/[C:10](/[C:13]2[CH:18]=[CH:17][N:16]=[C:15]([CH3:19])[CH:14]=2)=[N:11]\[OH:12])=[CH:4][CH:3]=1.[CH2:28]([O:30][C:31]([C:33]1[S:37][CH:36]=[C:35](B(O)O)[CH:34]=1)=[O:32])[CH3:29].O.C(=O)([O-])[O-].[Na+].[Na+], predict the reaction product. The product is: [CH2:28]([O:30][C:31]([C:33]1[S:37][CH:36]=[C:35]([C:2]2[CH:7]=[CH:6][C:5]([CH:8]([C:20]3[CH:25]=[CH:24][C:23]([Cl:26])=[CH:22][C:21]=3[F:27])[CH2:9]/[C:10](=[N:11]\[OH:12])/[C:13]3[CH:18]=[CH:17][N:16]=[C:15]([CH3:19])[CH:14]=3)=[CH:4][CH:3]=2)[CH:34]=1)=[O:32])[CH3:29]. (7) Given the reactants Br[C:2]1[C:10]2[C:5](=[N:6][C:7]([NH:11][CH3:12])=[N:8][CH:9]=2)[N:4]([CH2:13][CH:14]2[CH2:19][CH2:18][CH:17]([NH:20][C:21](=[O:27])[O:22][C:23]([CH3:26])([CH3:25])[CH3:24])[CH2:16][CH2:15]2)[N:3]=1.B(O)(O)[C:29]1[CH:30]=[CH:31][C:32]([CH3:35])=[CH:33][CH:34]=1.P(=O)([O-])[O-].[K+].[K+].O1CCOCC1, predict the reaction product. The product is: [CH3:12][NH:11][C:7]1[N:6]=[C:5]2[N:4]([CH2:13][CH:14]3[CH2:19][CH2:18][CH:17]([NH:20][C:21](=[O:27])[O:22][C:23]([CH3:26])([CH3:25])[CH3:24])[CH2:16][CH2:15]3)[N:3]=[C:2]([C:29]3[CH:34]=[CH:33][C:32]([CH3:35])=[CH:31][CH:30]=3)[C:10]2=[CH:9][N:8]=1. (8) Given the reactants [CH3:1][O:2][C:3]1[CH:8]=[CH:7][CH:6]=[CH:5][C:4]=1[S:9][C:10]1[CH:18]=[CH:17][C:13]([C:14](O)=[O:15])=[CH:12][CH:11]=1.C(N=C=NCCCN(C)C)C.[CH3:30][S:31]([NH2:34])(=[O:33])=[O:32], predict the reaction product. The product is: [CH3:1][O:2][C:3]1[CH:8]=[CH:7][CH:6]=[CH:5][C:4]=1[S:9][C:10]1[CH:18]=[CH:17][C:13]([C:14]([NH:34][S:31]([CH3:30])(=[O:33])=[O:32])=[O:15])=[CH:12][CH:11]=1. (9) Given the reactants [F:1][C:2]1[CH:7]=[C:6]([F:8])[CH:5]=[CH:4][C:3]=1[CH2:9][C:10]([OH:12])=O.N1(O)C2C=CC=CC=2N=N1.Cl.C(N=C=C(N)CCN(C)C)C.C(N(CC)CC)C.[N:42]1([C:48]([O:50][C:51]([CH3:54])([CH3:53])[CH3:52])=[O:49])[CH2:47][CH2:46][NH:45][CH2:44][CH2:43]1.C([O-])(O)=O.[Na+], predict the reaction product. The product is: [F:1][C:2]1[CH:7]=[C:6]([F:8])[CH:5]=[CH:4][C:3]=1[CH2:9][C:10]([N:45]1[CH2:44][CH2:43][N:42]([C:48]([O:50][C:51]([CH3:54])([CH3:53])[CH3:52])=[O:49])[CH2:47][CH2:46]1)=[O:12]. (10) Given the reactants [CH2:1]([O:3][C:4](=[O:25])[CH2:5][N:6]([CH3:24])[C:7]1[CH:16]=[CH:15][CH:14]=[C:13]2[C:8]=1[CH2:9][CH2:10][N:11](C(OC(C)(C)C)=O)[CH2:12]2)[CH3:2].C(O)(C(F)(F)F)=O.O.C([O-])(O)=O.[Na+], predict the reaction product. The product is: [CH2:1]([O:3][C:4](=[O:25])[CH2:5][N:6]([CH3:24])[C:7]1[CH:16]=[CH:15][CH:14]=[C:13]2[C:8]=1[CH2:9][CH2:10][NH:11][CH2:12]2)[CH3:2].